Task: Predict the product of the given reaction.. Dataset: Forward reaction prediction with 1.9M reactions from USPTO patents (1976-2016) (1) Given the reactants [NH2:1][CH:2]1[CH:9]2[CH2:10][C:5]3([OH:12])[CH2:6][CH:7]([CH2:11][CH:3]1[CH2:4]3)[CH2:8]2.[CH2:13]([O:20][C:21]([N:23]1[CH2:27][C:26]([F:29])([F:28])[CH2:25][C@H:24]1[C:30](O)=[O:31])=[O:22])[C:14]1[CH:19]=[CH:18][CH:17]=[CH:16][CH:15]=1.CN1CCOCC1.C1C=CC2N(O)N=NC=2C=1.CCN=C=NCCCN(C)C, predict the reaction product. The product is: [CH2:13]([O:20][C:21]([N:23]1[CH2:27][C:26]([F:29])([F:28])[CH2:25][C@H:24]1[C:30](=[O:31])[NH:1][CH:2]1[CH:3]2[CH2:11][CH:7]3[CH2:6][C:5]([OH:12])([CH2:10][CH:9]1[CH2:8]3)[CH2:4]2)=[O:22])[C:14]1[CH:19]=[CH:18][CH:17]=[CH:16][CH:15]=1. (2) Given the reactants Cl[C:2]([O:4][CH2:5][C:6]([Cl:9])([Cl:8])[Cl:7])=[O:3].C(=O)([O-])[O-].[Na+].[Na+].[F:16][CH2:17][C:18]([C:22]1[CH:23]=[C:24]([NH2:34])[N:25]([C:27]2[CH:32]=[CH:31][C:30]([CH3:33])=[CH:29][CH:28]=2)[N:26]=1)([CH2:20][F:21])[CH3:19].O, predict the reaction product. The product is: [Cl:7][C:6]([Cl:9])([Cl:8])[CH2:5][O:4][C:2](=[O:3])[NH:34][C:24]1[N:25]([C:27]2[CH:28]=[CH:29][C:30]([CH3:33])=[CH:31][CH:32]=2)[N:26]=[C:22]([C:18]([CH2:17][F:16])([CH3:19])[CH2:20][F:21])[CH:23]=1. (3) Given the reactants [NH:1]1[C:9]2[C:4](=[C:5]([NH:10][C:11]3[N:23]=[CH:22][C:21]([CH:24]4[CH2:26][CH2:25]4)=[CH:20][C:12]=3[C:13]([O:15][C:16]([CH3:19])([CH3:18])[CH3:17])=[O:14])[CH:6]=[CH:7][CH:8]=2)[CH:3]=[CH:2]1.CC(C)([O-])C.[K+].Br[CH2:34][CH:35]1[CH2:38][CH2:37][CH2:36]1.O, predict the reaction product. The product is: [CH:35]1([CH2:34][N:1]2[C:9]3[C:4](=[C:5]([NH:10][C:11]4[N:23]=[CH:22][C:21]([CH:24]5[CH2:26][CH2:25]5)=[CH:20][C:12]=4[C:13]([O:15][C:16]([CH3:18])([CH3:19])[CH3:17])=[O:14])[CH:6]=[CH:7][CH:8]=3)[CH:3]=[CH:2]2)[CH2:38][CH2:37][CH2:36]1. (4) Given the reactants C1(N([C@H]2CC[C@H](COC)CC2)C(=O)NC2SC(SC[C:17](O)=[O:18])=CN=2)CCCCC1.[CH:30]1([NH:37][C@H:38]2[CH2:44][CH2:43]C[C@H:41]([CH2:45][O:46][CH2:47][CH3:48])[CH2:40][CH2:39]2)[CH2:36][CH2:35][CH2:34][CH2:33][CH2:32][CH2:31]1.C([O:51][C:52](=[O:63])[C:53]([S:56][C:57]1[S:61][C:60]([NH2:62])=[N:59][CH:58]=1)([CH3:55])[CH3:54])C, predict the reaction product. The product is: [CH:30]1([N:37]([C@H:38]2[CH2:39][CH2:40][C@H:41]([CH2:45][O:46][CH2:47][CH3:48])[CH2:43][CH2:44]2)[C:17](=[O:18])[NH:62][C:60]2[S:61][C:57]([S:56][C:53]([CH3:55])([CH3:54])[C:52]([OH:51])=[O:63])=[CH:58][N:59]=2)[CH2:31][CH2:32][CH2:33][CH2:34][CH2:35][CH2:36]1. (5) Given the reactants [CH3:1][O:2][C:3]1[CH:12]=[C:11]2[C:6]([C:7]([O:13][C:14]3[CH:15]=[CH:16][C:17]([NH2:20])=[N:18][CH:19]=3)=[CH:8][CH:9]=[N:10]2)=[CH:5][CH:4]=1.[CH3:21][N:22]1[C:26]([CH2:27][N:28]2[CH2:32][CH2:31][CH2:30][CH2:29]2)=[C:25]([C:33](O)=[O:34])[C:24](=[O:36])[N:23]1[C:37]1[CH:42]=[CH:41][CH:40]=[CH:39][CH:38]=1.C(N(C(C)C)C(C)C)C.CN(C(ON1N=NC2C=CC=NC1=2)=[N+](C)C)C.F[P-](F)(F)(F)(F)F, predict the reaction product. The product is: [CH3:1][O:2][C:3]1[CH:12]=[C:11]2[C:6]([C:7]([O:13][C:14]3[CH:15]=[CH:16][C:17]([NH:20][C:33]([C:25]4[C:24](=[O:36])[N:23]([C:37]5[CH:38]=[CH:39][CH:40]=[CH:41][CH:42]=5)[N:22]([CH3:21])[C:26]=4[CH2:27][N:28]4[CH2:29][CH2:30][CH2:31][CH2:32]4)=[O:34])=[N:18][CH:19]=3)=[CH:8][CH:9]=[N:10]2)=[CH:5][CH:4]=1. (6) Given the reactants [CH3:1][O:2][C:3]1[CH:12]=[C:11]2[C:6]([CH:7]=[CH:8][C:9]([OH:13])=[CH:10]2)=[CH:5][CH:4]=1.C(N(C(C)C)CC)(C)C.[F:23][C:24]([F:39])([S:35](F)(=[O:37])=[O:36])[C:25]([F:34])([F:33])[C:26]([F:32])([F:31])[C:27]([F:30])([F:29])[F:28], predict the reaction product. The product is: [F:39][C:24]([F:23])([S:35]([O:13][C:9]1[CH:8]=[CH:7][C:6]2[C:11](=[CH:12][C:3]([O:2][CH3:1])=[CH:4][CH:5]=2)[CH:10]=1)(=[O:37])=[O:36])[C:25]([F:33])([F:34])[C:26]([F:32])([F:31])[C:27]([F:30])([F:29])[F:28]. (7) Given the reactants [C:1]([C:3]1[CH:8]=[CH:7][C:6]([N:9]2[C:13](=[O:14])[C:12]([CH3:16])([CH3:15])[N:11]([CH2:17][CH2:18][CH2:19][C:20](O)=[O:21])[C:10]2=[S:23])=[CH:5][C:4]=1[C:24]([F:27])([F:26])[F:25])#[N:2].C(Cl)CCl.C1C=CC2N(O)N=NC=2C=1.[C:42]12([CH2:52][CH2:53][O:54][CH2:55][CH2:56][O:57][CH2:58][CH2:59][NH2:60])[CH2:51][CH:46]3[CH2:47][CH:48]([CH2:50][CH:44]([CH2:45]3)[CH2:43]1)[CH2:49]2, predict the reaction product. The product is: [C:42]12([CH2:52][CH2:53][O:54][CH2:55][CH2:56][O:57][CH2:58][CH2:59][NH:60][C:20](=[O:21])[CH2:19][CH2:18][CH2:17][N:11]3[C:12]([CH3:15])([CH3:16])[C:13](=[O:14])[N:9]([C:6]4[CH:7]=[CH:8][C:3]([C:1]#[N:2])=[C:4]([C:24]([F:25])([F:26])[F:27])[CH:5]=4)[C:10]3=[S:23])[CH2:51][CH:46]3[CH2:45][CH:44]([CH2:50][CH:48]([CH2:47]3)[CH2:49]1)[CH2:43]2.